This data is from Reaction yield outcomes from USPTO patents with 853,638 reactions. The task is: Predict the reaction yield, written as a fraction of the theoretical maximum amount of product (1.0 means a 100% yield; for example, 0.34 means a 34% yield). (1) The reactants are Cl[C:2]1=[N:3][C:4]2[CH:16]=[CH:15][CH:14]=[CH:13][C:5]=2[O:6][C:7]2[CH:12]=[CH:11][CH:10]=[CH:9][C:8]1=2.[CH3:17][O:18][C:19]([C:21]1[CH:26]=[CH:25][C:24](B(O)O)=[CH:23][CH:22]=1)=[O:20].C([O-])([O-])=O.[Na+].[Na+].CCOC(C)=O. The catalyst is COCCOC.C1C=CC([P]([Pd]([P](C2C=CC=CC=2)(C2C=CC=CC=2)C2C=CC=CC=2)([P](C2C=CC=CC=2)(C2C=CC=CC=2)C2C=CC=CC=2)[P](C2C=CC=CC=2)(C2C=CC=CC=2)C2C=CC=CC=2)(C2C=CC=CC=2)C2C=CC=CC=2)=CC=1. The product is [CH:9]1[C:8]2[C:2]([C:24]3[CH:25]=[CH:26][C:21]([C:19]([O:18][CH3:17])=[O:20])=[CH:22][CH:23]=3)=[N:3][C:4]3[CH:16]=[CH:15][CH:14]=[CH:13][C:5]=3[O:6][C:7]=2[CH:12]=[CH:11][CH:10]=1. The yield is 0.990. (2) The reactants are [CH3:1][C:2]1([CH3:57])[C@@H:5]([C:6]([O:8][C@H:9]2[CH2:26][CH2:25][C@@:24]3([CH3:27])[C@@H:11]([CH2:12][CH2:13][C@:14]4([CH3:44])[C@@H:23]3[CH2:22][CH2:21][C@H:20]3[C@@:15]4([CH3:43])[CH2:16][CH2:17][C@@:18]4([C:35]([N:37]5[CH2:42][CH2:41][O:40][CH2:39][CH2:38]5)=[O:36])[CH2:30][CH2:29][C@@H:28]([C:31]5([CH3:34])[CH2:33][CH2:32]5)[C@@H:19]43)[C:10]2([CH3:46])[CH3:45])=[O:7])[CH2:4][C@H:3]1[C:47]([O:49]CC1C=CC=CC=1)=[O:48].C(N(CC)CC)C.C([SiH](CC)CC)C. The catalyst is ClCCl.C([O-])(=O)C.[Pd+2].C([O-])(=O)C. The product is [CH3:1][C:2]1([CH3:57])[C@@H:5]([C:6]([O:8][C@H:9]2[CH2:26][CH2:25][C@@:24]3([CH3:27])[C@@H:11]([CH2:12][CH2:13][C@:14]4([CH3:44])[C@@H:23]3[CH2:22][CH2:21][C@H:20]3[C@@:15]4([CH3:43])[CH2:16][CH2:17][C@@:18]4([C:35]([N:37]5[CH2:38][CH2:39][O:40][CH2:41][CH2:42]5)=[O:36])[CH2:30][CH2:29][C@@H:28]([C:31]5([CH3:34])[CH2:33][CH2:32]5)[C@@H:19]43)[C:10]2([CH3:46])[CH3:45])=[O:7])[CH2:4][C@H:3]1[C:47]([OH:49])=[O:48]. The yield is 0.530. (3) The reactants are S(O)(O)(=O)=O.[CH3:6][S:7][C:8](=[NH:10])[NH2:9].[F:11][CH:12]([C:17](OC)=[O:18])[C:13](OC)=[O:14].C[O-].[Na+]. The catalyst is CO. The yield is 0.680. The product is [F:11][C:12]1[C:13](=[O:14])[N:10]=[C:8]([S:7][CH3:6])[NH:9][C:17]=1[OH:18]. (4) The reactants are C(OC[N:9]1[C:13]2=[N:14][CH:15]=[C:16]([C:18]3[C:26]4[C:21](=[CH:22][C:23]([C:27]#[N:28])=[CH:24][CH:25]=4)[N:20]([CH3:29])[N:19]=3)[N:17]=[C:12]2[C:11]([C:30](=[O:37])[NH:31][C:32]([CH3:36])([CH3:35])[CH2:33][OH:34])=[CH:10]1)(=O)C(C)(C)C.[OH-].[Na+]. The yield is 0.120. The catalyst is C1COCC1. The product is [C:27]([C:23]1[CH:22]=[C:21]2[C:26]([C:18]([C:16]3[N:17]=[C:12]4[C:11]([C:30]([NH:31][C:32]([CH3:36])([CH3:35])[CH2:33][OH:34])=[O:37])=[CH:10][NH:9][C:13]4=[N:14][CH:15]=3)=[N:19][N:20]2[CH3:29])=[CH:25][CH:24]=1)#[N:28]. (5) The reactants are [Cl:1][C:2]1[C:3]2[CH2:4][C:5]3[CH2:9][N:8]([C@@H:10]([CH2:20][CH:21]4[CH2:26][CH2:25][CH2:24][CH2:23][CH2:22]4)[C:11]([NH:13][C:14]4C=C[CH:17]=[CH:16][N:15]=4)=[O:12])[C:7](=[O:27])[C:6]=3[O:28][C:29]=2[CH:30]=[CH:31][CH:32]=1.NC1[S:35]C=CN=1.ON1C2C=CC=CC=2N=N1. The catalyst is C(Cl)Cl.O. The product is [Cl:1][C:2]1[C:3]2[CH2:4][C:5]3[CH2:9][N:8]([C@@H:10]([CH2:20][CH:21]4[CH2:26][CH2:25][CH2:24][CH2:23][CH2:22]4)[C:11]([NH:13][C:14]4[S:35][CH:17]=[CH:16][N:15]=4)=[O:12])[C:7](=[O:27])[C:6]=3[O:28][C:29]=2[CH:30]=[CH:31][CH:32]=1. The yield is 0.463.